From a dataset of Drug-target binding data from BindingDB using Ki measurements. Regression. Given a target protein amino acid sequence and a drug SMILES string, predict the binding affinity score between them. We predict pKi (pKi = -log10(Ki in M); higher means stronger inhibition). Dataset: bindingdb_ki. (1) The drug is c1cc2c(c(N3CCNCC3)c1)OCCO2. The target protein sequence is MVNLRKAVHSFLVHLIGLLVWQCDISVSPVAAIVTDIFNTSDGGRFKFPDGVQNWPALSIVIIIILTIGGNILVIMAVSLEKKLHNATNYFLMSLAIADMLVGLLVMPLSLLAILYDYVWPLPRYLCPVWISLDVLFSTASIMHLCAISLDRYVAVRGPVEHSRFNSRTKAIMKIAIVWAISLGVSVPIPVIGLRDEDKVFVNNTTCVLNDPNFVLIGSFVAFFIPLTIMVITYCLTIHVLRRQALMLLRGHTEEPPGISLDFLKCCKRNTDEESAANPNQDLNPRRRKKKERRPRGTMQAINNERKASKVLGIVFFVFLIMWCPFFITNILSVLCGKACNQKLMEKLLNVFVWIGYVCSGINPLVYTLFNKVYRRAFSNYLRCNYKADKKPPIRQIPRVAATALSGRELNVNIYRHTNEPVIKKADDNEPGIEMQVENLELPVNPSNVVSERISSV. The pKi is 7.1. (2) The drug is O=C1NC(=S)S/C1=C\c1ccc(-c2ccc(Cl)c(Cl)c2)o1. The target protein sequence is MNKISQRLLFLFLHFYTTVCFIQNNTQKTFHNVLQNEQIRGKEKAFYRKEKRENIFIGNKMKHVHNMNNTHNNNHYMEKEEQDASNINKIKEENKNEDICFIAGIGDTNGYGWGIAKELSKRNVKIIFGIWPPVYNIFMKNYKNGKFDNDMIIDKDKKMNILDMLPFDASFDTANDIDEETKNNKRYNMLQNYPIEDVANLIHQKYGKINMLVHSLANAKEVQKDLLNTSRKGYLDALSKSSYSLISLCKYFVNIMKPQSSIISLTYHASQKVVPGYGGGMSSAKAALESDTRVLAYHLGRNYNIRINTISAGPLKSRAATAINKLNNTYENNTNQNKNRNSHDVHNIMNNSGEKEEKKNSASQNYTFIDYAIEYSEKYAPLRQKLLSTDIGSVASFLLSRESRAITGQTIYVDNGLNIMFLPDDIYRNENE. The pKi is 6.3. (3) The small molecule is CC(C)NCC(O)c1ccc(O)c(O)c1. The target protein (P18871) has sequence MGSLQPEAGNASWNGTEAPGGGARATPYSLQVTLTLVCLAGLLMLFTVFGNVLVIIAVFTSRALKAPQNLFLVSLASADILVATLVIPFSLANEVMGYWYFGKAWCEIYLALDVLFCTSSIVHLCAISLDRYWSITQAIEYNLKRTPRRIKAIIVTVWVISAVISFPPLISIEKKAGGGGQQPAEPRCEINDQKWYVISSCIGSFFAPCLIMILVYVRIYQIAKRRTRVPPSRRGPDAAAALPGGAERRPNGLGPERGVGRVGAEAEPLPVQLNGAPGEPAPAGPRDADGLDLEESSSSEHAERPPGPRRSERGPRAKSKARASQVKPGDSLPRRGPGAPGPGAPATGAGEERGGVAKASRWRGRQNREKRFTFVLAVVIGVFVVCWFPFFFTYTLTAVGCSVPPTLFKFFFWFGYCNSSLNPVIYTIFNHDFRRAFKKILCRGDRKRIV. The pKi is 5.0.